The task is: Regression. Given two drug SMILES strings and cell line genomic features, predict the synergy score measuring deviation from expected non-interaction effect.. This data is from NCI-60 drug combinations with 297,098 pairs across 59 cell lines. Drug 1: CC1OCC2C(O1)C(C(C(O2)OC3C4COC(=O)C4C(C5=CC6=C(C=C35)OCO6)C7=CC(=C(C(=C7)OC)O)OC)O)O. Drug 2: CC12CCC3C(C1CCC2O)C(CC4=C3C=CC(=C4)O)CCCCCCCCCS(=O)CCCC(C(F)(F)F)(F)F. Cell line: U251. Synergy scores: CSS=48.7, Synergy_ZIP=-0.795, Synergy_Bliss=-1.70, Synergy_Loewe=-8.15, Synergy_HSA=-0.643.